This data is from Forward reaction prediction with 1.9M reactions from USPTO patents (1976-2016). The task is: Predict the product of the given reaction. (1) Given the reactants [CH3:1][O:2][C:3]1[C:12]2[C:7](=[CH:8][CH:9]=[C:10]([CH:13]=O)[CH:11]=2)[N:6]=[CH:5][N:4]=1.[S:15]1[CH2:19][C:18](=[O:20])[NH:17][C:16]1=[O:21], predict the reaction product. The product is: [CH3:1][O:2][C:3]1[C:12]2[C:7](=[CH:8][CH:9]=[C:10]([CH:13]=[C:19]3[S:15][C:16](=[O:21])[NH:17][C:18]3=[O:20])[CH:11]=2)[N:6]=[CH:5][N:4]=1. (2) Given the reactants [F:1][C:2]1[CH:10]=[CH:9][C:5]([C:6]([OH:8])=O)=[CH:4][CH:3]=1.CN(C(ON1N=NC2C=CC=NC1=2)=[N+](C)C)C.F[P-](F)(F)(F)(F)F.[F:35][C:36]1[CH:41]=[CH:40][C:39]([C:42]2[C:50]3[O:49][C:48]([NH2:51])=[N:47][C:46]=3[C:45]([O:52][CH3:53])=[CH:44][CH:43]=2)=[CH:38][CH:37]=1, predict the reaction product. The product is: [F:1][C:2]1[CH:3]=[CH:4][C:5]([C:6]([NH:51][C:48]2[O:49][C:50]3[C:42]([C:39]4[CH:40]=[CH:41][C:36]([F:35])=[CH:37][CH:38]=4)=[CH:43][CH:44]=[C:45]([O:52][CH3:53])[C:46]=3[N:47]=2)=[O:8])=[CH:9][CH:10]=1. (3) Given the reactants [OH:1][C:2]1[CH:3]=[N:4][C:5]2[C:10]([C:11]=1[C:12]([OH:14])=[O:13])=[CH:9][CH:8]=[CH:7][CH:6]=2.Cl.[CH3:16]N(C)CCCN=C=NCC.CO, predict the reaction product. The product is: [OH:1][C:2]1[CH:3]=[N:4][C:5]2[C:10]([C:11]=1[C:12]([O:14][CH3:16])=[O:13])=[CH:9][CH:8]=[CH:7][CH:6]=2. (4) Given the reactants CC12CC3CC(C)(CC(C4C=C(C56CC7(C)CC(CC(C)(C7)C5)C6)C(O[C:41]5[CH:46]=[CH:45][C:44]([NH2:47])=[C:43]([OH:48])[CH:42]=5)=CC=4O[C:41]4[CH:46]=[CH:45][C:44]([NH2:47])=[C:43]([OH:48])[CH:42]=4)(C3)C1)C2.N1C=CC=C[CH:50]=1.CC12CC3(C45CC6(C)CC(C)(CC(C(Cl)=O)(C6)C4)C5)CC(C)(CC(C(Cl)=O)(C3)C1)C2.C1(C#CC2C=C(C(Cl)=O)C=C(C=2)C(Cl)=O)C=CC=CC=1.C(Cl)(=O)C1C=CC=CC=1, predict the reaction product. The product is: [O:48]1[C:43]2[CH:42]=[CH:41][CH:46]=[CH:45][C:44]=2[N:47]=[CH:50]1.